Dataset: Catalyst prediction with 721,799 reactions and 888 catalyst types from USPTO. Task: Predict which catalyst facilitates the given reaction. Reactant: [Cl:1][C:2]1[CH:7]=[CH:6][C:5]([NH:8][C:9]2[N:14]=[C:13]([O:15][CH3:16])[CH:12]=[CH:11][N:10]=2)=[CH:4][C:3]=1[OH:17].C([O-])([O-])=O.[Cs+].[Cs+].Br[CH2:25][CH:26]=[C:27]([CH3:29])[CH3:28]. Product: [Cl:1][C:2]1[CH:7]=[CH:6][C:5]([NH:8][C:9]2[N:14]=[C:13]([O:15][CH3:16])[CH:12]=[CH:11][N:10]=2)=[CH:4][C:3]=1[O:17][CH2:25][CH:26]=[C:27]([CH3:29])[CH3:28]. The catalyst class is: 21.